Dataset: Catalyst prediction with 721,799 reactions and 888 catalyst types from USPTO. Task: Predict which catalyst facilitates the given reaction. (1) Reactant: C([O:3][P:4]([CH2:9][CH2:10][N:11]1[CH2:19][CH2:18][CH2:17][NH:16][C:15]2[C:14](=[O:20])[C:13](=[O:21])[C:12]1=2)(=[O:8])[O:5]CC)C.C[Si](Br)(C)C.O. Product: [CH2:18]1[CH2:19][N:11]([CH2:10][CH2:9][P:4]([OH:5])([OH:8])=[O:3])[C:12]2=[C:13]([OH:21])[C:14](=[O:20])[C:15]2=[N:16][CH2:17]1. The catalyst class is: 4. (2) Reactant: Br[CH2:2][CH2:3][CH:4]([CH3:8])[CH2:5][CH2:6]Br.C(N(C(C)C)C(C)C)C.[Cl:18][C:19]1[CH:24]=[CH:23][C:22]([C:25]2[CH:26]=[CH:27][C:28]([C:31]#[C:32][C:33]3[CH:38]=[CH:37][C:36](/[C:39](/[CH3:44])=[CH:40]/[C@H:41]([NH2:43])[CH3:42])=[CH:35][CH:34]=3)=[N:29][CH:30]=2)=[CH:21][CH:20]=1. Product: [Cl:18][C:19]1[CH:24]=[CH:23][C:22]([C:25]2[CH:26]=[CH:27][C:28]([C:31]#[C:32][C:33]3[CH:34]=[CH:35][C:36](/[C:39](/[CH3:44])=[CH:40]/[C@H:41]([N:43]4[CH2:6][CH2:5][CH:4]([CH3:8])[CH2:3][CH2:2]4)[CH3:42])=[CH:37][CH:38]=3)=[N:29][CH:30]=2)=[CH:21][CH:20]=1. The catalyst class is: 85. (3) Reactant: Cl[CH:2]1[CH2:7][CH2:6][CH2:5][CH2:4][C:3]1=O.[CH3:9][O:10][C:11]1[CH:12]=[C:13]([NH:23][C:24]([NH2:26])=[S:25])[CH:14]=[CH:15][C:16]=1[N:17]1[CH:21]=[C:20]([CH3:22])[N:19]=[CH:18]1. Product: [CH3:9][O:10][C:11]1[CH:12]=[C:13]([NH:23][C:24]2[S:25][C:2]3[CH2:7][CH2:6][CH2:5][CH2:4][C:3]=3[N:26]=2)[CH:14]=[CH:15][C:16]=1[N:17]1[CH:21]=[C:20]([CH3:22])[N:19]=[CH:18]1. The catalyst class is: 8. (4) Product: [F:1][C:2]1[CH:3]=[CH:4][C:5]([C:8]2[O:9][C:10]3[CH:20]=[CH:19][C:18]([C:21]4[CH:26]=[C:25]([C:27](=[O:33])[NH:28][CH2:29][CH:30]([CH3:32])[CH3:31])[CH:24]=[CH:23][C:22]=4[O:34][CH2:47][CH2:48][CH:49]4[O:54][CH2:53][CH2:52][NH:51][CH2:50]4)=[CH:17][C:11]=3[C:12]=2[C:13]([NH:15][CH3:16])=[O:14])=[CH:6][CH:7]=1. The catalyst class is: 3. Reactant: [F:1][C:2]1[CH:7]=[CH:6][C:5]([C:8]2[O:9][C:10]3[CH:20]=[CH:19][C:18]([C:21]4[CH:26]=[C:25]([C:27](=[O:33])[NH:28][CH2:29][CH:30]([CH3:32])[CH3:31])[CH:24]=[CH:23][C:22]=4[OH:34])=[CH:17][C:11]=3[C:12]=2[C:13]([NH:15][CH3:16])=[O:14])=[CH:4][CH:3]=1.C1CCN2C(=NCCC2)CC1.Br[CH2:47][CH2:48][CH:49]1[O:54][CH2:53][CH2:52][N:51](C(OC(C)(C)C)=O)[CH2:50]1.C(O)(C(F)(F)F)=O. (5) Reactant: [NH2:1][C:2]1[C:3]([C:19]([NH:21][NH2:22])=[O:20])=[N:4][C:5]([C:8]2[CH:13]=[CH:12][N:11]=[C:10]([C:14]([C:17]#[N:18])([CH3:16])[CH3:15])[CH:9]=2)=[CH:6][N:7]=1.[C:23]([O:27][C:28]([N:30]1[CH2:39][CH2:38][C:37]2[C:32](=[CH:33][CH:34]=[C:35]([C:40](O)=[O:41])[CH:36]=2)[CH2:31]1)=[O:29])([CH3:26])([CH3:25])[CH3:24].C(N(C(C)C)CC)(C)C.F[B-](F)(F)F.N1(OC(=[N+](C)C)N(C)C)C2C=CC=CC=2N=N1. Product: [NH2:1][C:2]1[C:3]([C:19]([NH:21][NH:22][C:40]([C:35]2[CH:36]=[C:37]3[C:32](=[CH:33][CH:34]=2)[CH2:31][N:30]([C:28]([O:27][C:23]([CH3:26])([CH3:25])[CH3:24])=[O:29])[CH2:39][CH2:38]3)=[O:41])=[O:20])=[N:4][C:5]([C:8]2[CH:13]=[CH:12][N:11]=[C:10]([C:14]([C:17]#[N:18])([CH3:16])[CH3:15])[CH:9]=2)=[CH:6][N:7]=1. The catalyst class is: 9. (6) Reactant: C[O:2][C:3]([C:5]1[CH:10]=[C:9]([CH2:11][C:12]2[CH:17]=[CH:16][C:15]([F:18])=[CH:14][CH:13]=2)[C:8]([Cl:19])=[CH:7][N:6]=1)=[O:4].[OH-].[Na+].Cl.C(OCC)(=O)C. Product: [Cl:19][C:8]1[C:9]([CH2:11][C:12]2[CH:17]=[CH:16][C:15]([F:18])=[CH:14][CH:13]=2)=[CH:10][C:5]([C:3]([OH:4])=[O:2])=[N:6][CH:7]=1. The catalyst class is: 1. (7) Reactant: N#N.[Br:3][C:4]1[C:23]([Br:24])=[CH:22][C:7]2[NH:8][C:9]([CH:11]([NH2:21])[CH2:12][C:13]3[CH:18]=[CH:17][C:16]([O:19][CH3:20])=[CH:15][CH:14]=3)=[N:10][C:6]=2[CH:5]=1.[C:25](N1C=CN=C1)(N1C=CN=C1)=[O:26].O. Product: [Br:3][C:4]1[C:23]([Br:24])=[CH:22][C:7]2[N:8]3[C:25](=[O:26])[NH:21][CH:11]([CH2:12][C:13]4[CH:14]=[CH:15][C:16]([O:19][CH3:20])=[CH:17][CH:18]=4)[C:9]3=[N:10][C:6]=2[CH:5]=1. The catalyst class is: 1. (8) Reactant: [C:1]([O:9][CH3:10])(=[O:8])[C:2]1[CH:7]=[CH:6][N:5]=[CH:4][CH:3]=1.[I:11][CH3:12]. Product: [I-:11].[CH3:10][O:9][C:1]([C:2]1[CH:7]=[CH:6][N+:5]([CH3:12])=[CH:4][CH:3]=1)=[O:8]. The catalyst class is: 48.